Dataset: Forward reaction prediction with 1.9M reactions from USPTO patents (1976-2016). Task: Predict the product of the given reaction. (1) The product is: [CH3:1][N:17]([CH2:16][CH2:15][N:9]1[CH2:10][CH2:11][O:12][CH2:13][CH2:14]1)[C:18]1[CH:27]=[C:26]2[C:21]([CH:22]=[C:23]([C:29]3[CH:30]=[CH:31][CH:32]=[CH:33][CH:34]=3)[NH:24][C:25]2=[O:28])=[CH:20][CH:19]=1. Given the reactants [C:1](O)(=O)C.C([BH3-])#N.[Na+].[N:9]1([CH2:15][CH2:16][NH:17][C:18]2[CH:27]=[C:26]3[C:21]([CH:22]=[C:23]([C:29]4[CH:34]=[CH:33][CH:32]=[CH:31][CH:30]=4)[NH:24][C:25]3=[O:28])=[CH:20][CH:19]=2)[CH2:14][CH2:13][O:12][CH2:11][CH2:10]1.C(=O)(O)[O-].[Na+], predict the reaction product. (2) Given the reactants [O:1]([CH2:8][CH2:9][CH2:10][C:11]([OH:13])=O)[C:2]1[CH:7]=[CH:6][CH:5]=[CH:4][CH:3]=1.C(Cl)(=O)C(Cl)=O.[Cl-].[Cl-].[Cl-].[Al+3].Cl, predict the reaction product. The product is: [O:1]1[CH2:8][CH2:9][CH2:10][C:11](=[O:13])[C:7]2[CH:6]=[CH:5][CH:4]=[CH:3][C:2]1=2. (3) Given the reactants F[C:2]1[CH:7]=[CH:6][CH:5]=[CH:4][C:3]=1[N:8]1[C:12]([N:13]2[CH2:17][CH2:16][CH2:15][CH2:14]2)=[CH:11][C:10]([C:18]([OH:20])=[O:19])=[N:9]1.C(OC(C1C=C(N)N(C2C=CC=CC=2F)N=1)=O)C, predict the reaction product. The product is: [C:3]1([N:8]2[C:12]([N:13]3[CH2:14][CH2:15][CH2:16][CH2:17]3)=[CH:11][C:10]([C:18]([OH:20])=[O:19])=[N:9]2)[CH:2]=[CH:7][CH:6]=[CH:5][CH:4]=1. (4) Given the reactants C(OC(=O)[NH:7][C:8]1[CH:13]=[C:12]([CH3:14])[C:11]([Cl:15])=[CH:10][C:9]=1[NH:16][C:17](=[O:41])[CH2:18][C:19](=O)[C:20]1[CH:25]=[CH:24][CH:23]=[C:22]([C:26]2[CH:31]=[CH:30][N:29]=[C:28]([CH2:32][O:33]C3CCCCO3)[CH:27]=2)[CH:21]=1)(C)(C)C.C(O)(C(F)(F)F)=O, predict the reaction product. The product is: [Cl:15][C:11]1[C:12]([CH3:14])=[CH:13][C:8]2[N:7]=[C:19]([C:20]3[CH:25]=[CH:24][CH:23]=[C:22]([C:26]4[CH:31]=[CH:30][N:29]=[C:28]([CH2:32][OH:33])[CH:27]=4)[CH:21]=3)[CH2:18][C:17](=[O:41])[NH:16][C:9]=2[CH:10]=1. (5) Given the reactants [CH3:1][O:2][C:3]1[CH:4]=[C:5]([NH:11][C:12]2[S:13][C:14]3[CH:20]=[C:19]([N+:21]([O-:23])=[O:22])[CH:18]=[CH:17][C:15]=3[N:16]=2)[CH:6]=[CH:7][C:8]=1[O:9][CH3:10].[Cl:24][C:25]1[CH:33]=[C:32]([Cl:34])[CH:31]=[CH:30][C:26]=1[C:27](Cl)=[O:28], predict the reaction product. The product is: [Cl:24][C:25]1[CH:33]=[C:32]([Cl:34])[CH:31]=[CH:30][C:26]=1[C:27]([N:11]([C:5]1[CH:6]=[CH:7][C:8]([O:9][CH3:10])=[C:3]([O:2][CH3:1])[CH:4]=1)[C:12]1[S:13][C:14]2[CH:20]=[C:19]([N+:21]([O-:23])=[O:22])[CH:18]=[CH:17][C:15]=2[N:16]=1)=[O:28]. (6) Given the reactants O=C1CCC(=O)N1O[C:9](=[O:19])[CH2:10][CH2:11][N:12]1[C:16](=[O:17])[CH:15]=[CH:14][C:13]1=[O:18].[NH2:20][CH2:21][CH2:22][CH2:23][CH2:24][CH2:25][CH2:26][CH2:27][C:28]([OH:30])=[O:29].CCN(C(C)C)C(C)C, predict the reaction product. The product is: [O:17]=[C:16]1[CH:15]=[CH:14][C:13](=[O:18])[N:12]1[CH2:11][CH2:10][C:9]([NH:20][CH2:21][CH2:22][CH2:23][CH2:24][CH2:25][CH2:26][CH2:27][C:28]([OH:30])=[O:29])=[O:19].